This data is from Forward reaction prediction with 1.9M reactions from USPTO patents (1976-2016). The task is: Predict the product of the given reaction. (1) Given the reactants [Br:1][C:2]1[CH:3]=[CH:4][C:5]([N+:14]([O-])=O)=[C:6]([N:8]2[CH2:13][CH2:12][NH:11][CH2:10][CH2:9]2)[CH:7]=1.Br[CH2:18][CH2:19][C:20]([F:23])([F:22])[F:21].CCN(C(C)C)C(C)C.[Sn](Cl)Cl, predict the reaction product. The product is: [Br:1][C:2]1[CH:3]=[CH:4][C:5]([NH2:14])=[C:6]([N:8]2[CH2:13][CH2:12][N:11]([CH2:18][CH2:19][C:20]([F:23])([F:22])[F:21])[CH2:10][CH2:9]2)[CH:7]=1. (2) Given the reactants [H-].[Na+].[CH3:3][O:4][C:5]1[CH:10]=[CH:9][C:8]([NH:11][C:12](=[O:21])[CH:13]=[CH:14][C:15]2[CH:20]=[CH:19][CH:18]=[CH:17][CH:16]=2)=[CH:7][CH:6]=1.[CH2:22](I)[CH3:23].[Cl-].[NH4+], predict the reaction product. The product is: [CH2:22]([N:11]([C:8]1[CH:7]=[CH:6][C:5]([O:4][CH3:3])=[CH:10][CH:9]=1)[C:12](=[O:21])[CH:13]=[CH:14][C:15]1[CH:20]=[CH:19][CH:18]=[CH:17][CH:16]=1)[CH3:23].